Predict the reactants needed to synthesize the given product. From a dataset of Full USPTO retrosynthesis dataset with 1.9M reactions from patents (1976-2016). (1) Given the product [CH3:1][O:2][CH:3]([O:12][CH3:13])[C:4]1[CH:9]=[CH:8][C:7]([F:10])=[C:6]([CH:5]=1)[CH:21]=[O:22], predict the reactants needed to synthesize it. The reactants are: [CH3:1][O:2][CH:3]([O:12][CH3:13])[C:4]1[CH:9]=[CH:8][C:7]([F:10])=[C:6](Br)[CH:5]=1.C([Li])CCC.CN(C)[CH:21]=[O:22].[Cl-].[NH4+]. (2) Given the product [C:29]([C:28]1[CH:31]=[CH:32][C:25]([O:1][C:2]2[CH:23]=[CH:22][C:5]([CH2:6][NH:7][C:8]([C:10]3([NH:13][C:14]([C:16]4[CH:21]=[N:20][CH:19]=[N:18][CH:17]=4)=[O:15])[CH2:12][CH2:11]3)=[O:9])=[CH:4][CH:3]=2)=[C:26]([C:33]([F:34])([F:35])[F:36])[CH:27]=1)#[N:30], predict the reactants needed to synthesize it. The reactants are: [OH:1][C:2]1[CH:23]=[CH:22][C:5]([CH2:6][NH:7][C:8]([C:10]2([NH:13][C:14]([C:16]3[CH:17]=[N:18][CH:19]=[N:20][CH:21]=3)=[O:15])[CH2:12][CH2:11]2)=[O:9])=[CH:4][CH:3]=1.F[C:25]1[CH:32]=[CH:31][C:28]([C:29]#[N:30])=[CH:27][C:26]=1[C:33]([F:36])([F:35])[F:34].C(=O)([O-])[O-].[K+].[K+].